Dataset: Catalyst prediction with 721,799 reactions and 888 catalyst types from USPTO. Task: Predict which catalyst facilitates the given reaction. The catalyst class is: 7. Reactant: [O:1]1[C:5]2[CH:6]=[CH:7][C:8]([OH:10])=[CH:9][C:4]=2[O:3][CH2:2]1.C([Mg]Cl)(C)C.[F:16][C:17]([F:30])([F:29])[C:18]1[CH:19]=[CH:20][CH:21]=[C:22]2[C:26]=1[NH:25][C:24](=[O:27])[C:23]2=[O:28]. Product: [OH:28][C:23]1([C:7]2[C:8]([OH:10])=[CH:9][C:4]3[O:3][CH2:2][O:1][C:5]=3[CH:6]=2)[C:22]2[C:26](=[C:18]([C:17]([F:16])([F:29])[F:30])[CH:19]=[CH:20][CH:21]=2)[NH:25][C:24]1=[O:27].